Dataset: Full USPTO retrosynthesis dataset with 1.9M reactions from patents (1976-2016). Task: Predict the reactants needed to synthesize the given product. Given the product [CH2:1]([C:9]1[CH:14]=[CH:13][C:12]([N:25]2[CH2:26][CH2:27][N:28]([C:31]([O:33][C:34]([CH3:37])([CH3:36])[CH3:35])=[O:32])[CH2:29][CH2:30]2)=[CH:11][CH:10]=1)[CH2:2][CH2:3][CH2:4][CH2:5][CH2:6][CH2:7][CH3:8], predict the reactants needed to synthesize it. The reactants are: [CH2:1]([C:9]1[CH:14]=[CH:13][C:12](I)=[CH:11][CH:10]=1)[CH2:2][CH2:3][CH2:4][CH2:5][CH2:6][CH2:7][CH3:8].C(O[N:25]1[CH2:30][CH2:29][N:28]([C:31]([O:33][C:34]([CH3:37])([CH3:36])[CH3:35])=[O:32])[CH2:27][CH2:26]1)(=O)C1C=CC=CC=1.